Dataset: Forward reaction prediction with 1.9M reactions from USPTO patents (1976-2016). Task: Predict the product of the given reaction. (1) Given the reactants C(N(CC)CC)C.[C:8]([NH2:17])([C:11]1[CH:16]=[CH:15][CH:14]=[CH:13][CH:12]=1)([CH3:10])[CH3:9].[CH3:18][S:19][C:20]1[S:21][CH:22]=[C:23]([C:25](Cl)=[O:26])[N:24]=1, predict the reaction product. The product is: [CH3:9][C:8]([NH:17][C:25]([C:23]1[N:24]=[C:20]([S:19][CH3:18])[S:21][CH:22]=1)=[O:26])([C:11]1[CH:16]=[CH:15][CH:14]=[CH:13][CH:12]=1)[CH3:10]. (2) Given the reactants [Cl:1][C:2]1[C:3]([NH:16][C:17]2[CH:18]=[C:19]([NH:24]C(=O)OC(C)(C)C)[CH:20]=[CH:21][C:22]=2[F:23])=[N:4][C:5]([NH:8][C:9]2[C:10]([CH3:15])=[N:11][N:12]([CH3:14])[CH:13]=2)=[N:6][CH:7]=1.C(O)(C(F)(F)F)=O.C(Cl)Cl, predict the reaction product. The product is: [NH2:24][C:19]1[CH:20]=[CH:21][C:22]([F:23])=[C:17]([NH:16][C:3]2[C:2]([Cl:1])=[CH:7][N:6]=[C:5]([NH:8][C:9]3[C:10]([CH3:15])=[N:11][N:12]([CH3:14])[CH:13]=3)[N:4]=2)[CH:18]=1. (3) Given the reactants [Br:1][C:2]1[N:3]=[CH:4][N:5]([C:15]2[CH:20]=[CH:19][C:18]([CH3:21])=[CH:17][C:16]=2[CH3:22])[C:6]=1[C:7](=[O:14])[CH2:8][C:9]([O:11][CH2:12][CH3:13])=[O:10].[C:23](OC(=O)C)(=O)C.[NH2:30][CH:31]([CH2:35][CH2:36][CH3:37])[CH2:32][CH2:33][CH3:34], predict the reaction product. The product is: [Br:1][C:2]1[N:3]=[CH:4][N:5]([C:15]2[CH:20]=[CH:19][C:18]([CH3:21])=[CH:17][C:16]=2[CH3:22])[C:6]=1[C:7]([C:8](=[CH:23][NH:30][CH:31]([CH2:35][CH2:36][CH3:37])[CH2:32][CH2:33][CH3:34])[C:9]([O:11][CH2:12][CH3:13])=[O:10])=[O:14]. (4) Given the reactants [OH:1][CH2:2][C:3]1[CH:4]=[C:5]([S:9]([N:12]([CH2:21][O:22][CH2:23][CH2:24][Si:25]([CH3:28])([CH3:27])[CH3:26])[CH2:13][O:14][CH2:15][CH2:16][Si:17]([CH3:20])([CH3:19])[CH3:18])(=[O:11])=[O:10])[CH:6]=[CH:7][CH:8]=1.[H-].[Na+].CS(O[CH2:36][CH2:37][O:38][CH2:39][CH2:40][CH2:41][CH2:42][CH2:43][CH2:44][N:45]1[CH2:49][C@@H:48]([C:50]2[CH:61]=[CH:60][C:53]3[O:54][C:55]([CH3:59])([CH3:58])[O:56][CH2:57][C:52]=3[CH:51]=2)[O:47][C:46]1=[O:62])(=O)=O.P([O-])([O-])([O-])=O, predict the reaction product. The product is: [CH3:58][C:55]1([CH3:59])[O:54][C:53]2[CH:60]=[CH:61][C:50]([C@H:48]3[O:47][C:46](=[O:62])[N:45]([CH2:44][CH2:43][CH2:42][CH2:41][CH2:40][CH2:39][O:38][CH2:37][CH2:36][O:1][CH2:2][C:3]4[CH:4]=[C:5]([S:9]([N:12]([CH2:21][O:22][CH2:23][CH2:24][Si:25]([CH3:28])([CH3:27])[CH3:26])[CH2:13][O:14][CH2:15][CH2:16][Si:17]([CH3:19])([CH3:20])[CH3:18])(=[O:11])=[O:10])[CH:6]=[CH:7][CH:8]=4)[CH2:49]3)=[CH:51][C:52]=2[CH2:57][O:56]1. (5) Given the reactants [CH3:1][O:2][C:3]1[CH:4]=[C:5]([CH:33]=[CH:34][C:35]=1[O:36][CH3:37])[CH2:6][CH:7]1[C:16]2[C:11](=[CH:12][C:13]([O:18][CH3:19])=[C:14]([OH:17])[CH:15]=2)[CH2:10][CH2:9][N:8]1[CH2:20][C:21]([NH:23][CH:24]1[C:32]2[C:27](=[CH:28][CH:29]=[CH:30][CH:31]=2)[CH2:26][CH2:25]1)=[O:22].Br[CH2:39][CH2:40][CH2:41][F:42], predict the reaction product. The product is: [CH3:1][O:2][C:3]1[CH:4]=[C:5]([CH:33]=[CH:34][C:35]=1[O:36][CH3:37])[CH2:6][CH:7]1[C:16]2[C:11](=[CH:12][C:13]([O:18][CH3:19])=[C:14]([O:17][CH2:39][CH2:40][CH2:41][F:42])[CH:15]=2)[CH2:10][CH2:9][N:8]1[CH2:20][C:21]([NH:23][CH:24]1[C:32]2[C:27](=[CH:28][CH:29]=[CH:30][CH:31]=2)[CH2:26][CH2:25]1)=[O:22]. (6) Given the reactants Br[C:2]1[S:3][CH:4]=[CH:5][C:6]=1[Cl:7].[CH2:8]([CH:10]([C:13]1[N:18]2[N:19]=[C:20]([CH3:23])[C:21](I)=[C:17]2[N:16]=[C:15]([CH3:24])[CH:14]=1)[CH2:11][CH3:12])[CH3:9], predict the reaction product. The product is: [Cl:7][C:6]1[CH:5]=[CH:4][S:3][C:2]=1[C:21]1[C:20]([CH3:23])=[N:19][N:18]2[C:13]([CH:10]([CH2:8][CH3:9])[CH2:11][CH3:12])=[CH:14][C:15]([CH3:24])=[N:16][C:17]=12.